From a dataset of Full USPTO retrosynthesis dataset with 1.9M reactions from patents (1976-2016). Predict the reactants needed to synthesize the given product. (1) Given the product [F:17][C:18]1[CH:19]=[CH:20][C:21]([CH:24]([CH:4]2[CH2:5][CH2:6][CH2:7][N:8]=[C:3]2[O:2][CH3:1])[CH:25]([C:30](=[O:34])[CH:31]([CH3:32])[CH3:33])[C:26]([O:28][CH3:29])=[O:27])=[CH:22][CH:23]=1, predict the reactants needed to synthesize it. The reactants are: [CH3:1][O:2][C:3]1[CH2:4][CH2:5][CH2:6][CH2:7][N:8]=1.C(NC(C)C)(C)C.[Li].[F:17][C:18]1[CH:23]=[CH:22][C:21]([CH:24]=[C:25]([C:30](=[O:34])[CH:31]([CH3:33])[CH3:32])[C:26]([O:28][CH3:29])=[O:27])=[CH:20][CH:19]=1. (2) Given the product [C:1]([N:4]1[C:13]2[C:8](=[CH:9][C:10]([C:14]([NH:37][CH2:38][CH3:39])=[O:16])=[CH:11][CH:12]=2)[C@H:7]([NH:17][C:18]2[CH:23]=[CH:22][CH:21]=[C:20]([CH3:24])[N:19]=2)[C@@H:6]([CH3:25])[C@@H:5]1[CH:26]1[CH2:27][CH2:28]1)(=[O:3])[CH3:2], predict the reactants needed to synthesize it. The reactants are: [C:1]([N:4]1[C:13]2[C:8](=[CH:9][C:10]([C:14]([OH:16])=O)=[CH:11][CH:12]=2)[C@H:7]([NH:17][C:18]2[CH:23]=[CH:22][CH:21]=[C:20]([CH3:24])[N:19]=2)[C@@H:6]([CH3:25])[C@@H:5]1[CH:26]1[CH2:28][CH2:27]1)(=[O:3])[CH3:2].CN(C(O[N:37]1N=N[C:39]2C=CC=N[C:38]1=2)=[N+](C)C)C.F[P-](F)(F)(F)(F)F.C(N)C.CCN(C(C)C)C(C)C. (3) The reactants are: C([O:8][C:9]1[CH:13]=[C:12]([CH:14]([CH3:16])[CH3:15])[S:11][C:10]=1[C:17]([C:19]1[CH:24]=[CH:23][C:22]([O:25][CH3:26])=[CH:21][CH:20]=1)=[O:18])C1C=CC=CC=1.O. Given the product [OH:8][C:9]1[CH:13]=[C:12]([CH:14]([CH3:16])[CH3:15])[S:11][C:10]=1[C:17]([C:19]1[CH:20]=[CH:21][C:22]([O:25][CH3:26])=[CH:23][CH:24]=1)=[O:18], predict the reactants needed to synthesize it. (4) Given the product [Cl:1][C:2]1[N:11]([CH2:12][O:13][CH2:14][CH2:15][Si:16]([CH3:19])([CH3:18])[CH3:17])[C:5]2[CH:6]=[N:7][NH:8][C:9](=[O:10])[C:4]=2[C:3]=1[C:48]#[C:47][Si:49]([CH2:54][CH3:55])([CH2:52][CH3:53])[CH2:50][CH3:51], predict the reactants needed to synthesize it. The reactants are: [Cl:1][C:2]1[N:11]([CH2:12][O:13][CH2:14][CH2:15][Si:16]([CH3:19])([CH3:18])[CH3:17])[C:5]2[CH:6]=[N:7][NH:8][C:9](=[O:10])[C:4]=2[C:3]=1I.C1(P(C2C=CC=CC=2)C2C=CC=CC=2)C=CC=CC=1.C(NC(C)C)(C)C.[CH2:47]([Si:49]([C:54]#[CH:55])([CH2:52][CH3:53])[CH2:50][CH3:51])[CH3:48]. (5) Given the product [C:1]([C:5]1[CH:6]=[CH:7][C:8]([C:11]2[O:15][C:14]([C:16]3[CH:17]=[CH:18][C:19]([C:22]4[O:26][C:25]([C:27]5[CH:28]=[C:29]([CH:34]=[CH:35][CH:36]=5)[C:30]([OH:32])=[O:31])=[N:24][N:23]=4)=[CH:20][CH:21]=3)=[N:13][N:12]=2)=[CH:9][CH:10]=1)([CH3:4])([CH3:2])[CH3:3], predict the reactants needed to synthesize it. The reactants are: [C:1]([C:5]1[CH:10]=[CH:9][C:8]([C:11]2[O:15][C:14]([C:16]3[CH:21]=[CH:20][C:19]([C:22]4[O:26][C:25]([C:27]5[CH:28]=[C:29]([CH:34]=[CH:35][CH:36]=5)[C:30]([O:32]C)=[O:31])=[N:24][N:23]=4)=[CH:18][CH:17]=3)=[N:13][N:12]=2)=[CH:7][CH:6]=1)([CH3:4])([CH3:3])[CH3:2].C1COCC1.[OH-].[Na+].Cl. (6) Given the product [CH2:23]([N:30]1[CH:34]=[C:33]([C:2]2[CH:3]=[C:4]3[N:10]([O:11][CH:12]([C:14]4[C:19]([Cl:20])=[CH:18][CH:17]=[C:16]([F:21])[C:15]=4[Cl:22])[CH3:13])[CH:9]=[CH:8][C:5]3=[N:6][CH:7]=2)[CH:32]=[N:31]1)[C:24]1[CH:29]=[CH:28][CH:27]=[CH:26][CH:25]=1, predict the reactants needed to synthesize it. The reactants are: Br[C:2]1[CH:3]=[C:4]2[N:10]([O:11][CH:12]([C:14]3[C:19]([Cl:20])=[CH:18][CH:17]=[C:16]([F:21])[C:15]=3[Cl:22])[CH3:13])[CH:9]=[CH:8][C:5]2=[N:6][CH:7]=1.[CH2:23]([N:30]1[CH:34]=[C:33](B(O)O)[CH:32]=[N:31]1)[C:24]1[CH:29]=[CH:28][CH:27]=[CH:26][CH:25]=1. (7) Given the product [F:24][C:25]1[CH:26]=[C:27]([C:2]2[N:3]=[C:4]([NH:14][CH2:15][CH2:16][C:17]3[CH:22]=[CH:21][C:20]([OH:23])=[CH:19][CH:18]=3)[C:5]3[CH:10]=[CH:9][N:8]([CH:11]([CH3:13])[CH3:12])[C:6]=3[N:7]=2)[CH:28]=[N:29][CH:30]=1, predict the reactants needed to synthesize it. The reactants are: Cl[C:2]1[N:3]=[C:4]([NH:14][CH2:15][CH2:16][C:17]2[CH:22]=[CH:21][C:20]([OH:23])=[CH:19][CH:18]=2)[C:5]2[CH:10]=[CH:9][N:8]([CH:11]([CH3:13])[CH3:12])[C:6]=2[N:7]=1.[F:24][C:25]1[CH:26]=[C:27](B(O)O)[CH:28]=[N:29][CH:30]=1. (8) Given the product [C:1]([O:5][C:6]([N:8]([CH3:39])[C:9]1[C:22]([O:23][CH3:24])=[CH:21][C:20]2[C@:19]34[CH2:25][CH2:26][N:27]([C:28]([O:30][CH2:31][C:32]5[CH:33]=[CH:34][CH:35]=[CH:36][CH:37]=5)=[O:29])[C@@H:13]([C@@H:14]3[CH2:15][CH2:16][CH2:17][CH2:18]4)[CH2:12][C:11]=2[CH:10]=1)=[O:7])([CH3:4])([CH3:2])[CH3:3], predict the reactants needed to synthesize it. The reactants are: [C:1]([O:5][C:6]([NH:8][C:9]1[C:22]([O:23][CH3:24])=[CH:21][C:20]2[C@:19]34[CH2:25][CH2:26][N:27]([C:28]([O:30][CH2:31][C:32]5[CH:37]=[CH:36][CH:35]=[CH:34][CH:33]=5)=[O:29])[C@@H:13]([C@@H:14]3[CH2:15][CH2:16][CH2:17][CH2:18]4)[CH2:12][C:11]=2[CH:10]=1)=[O:7])([CH3:4])([CH3:3])[CH3:2].I[CH3:39].[H-].[Na+].O. (9) Given the product [CH3:9][C:3]1[C:2]2[N:1]=[C:10](/[CH:11]=[CH:12]/[C:13]3[CH:18]=[CH:17][CH:16]=[CH:15][CH:14]=3)[NH:8][C:7]=2[CH:6]=[CH:5][CH:4]=1, predict the reactants needed to synthesize it. The reactants are: [NH2:1][C:2]1[C:7]([NH2:8])=[CH:6][CH:5]=[CH:4][C:3]=1[CH3:9].[C:10](O)(=O)/[CH:11]=[CH:12]/[C:13]1[CH:18]=[CH:17][CH:16]=[CH:15][CH:14]=1.[OH-].[Na+].